From a dataset of Full USPTO retrosynthesis dataset with 1.9M reactions from patents (1976-2016). Predict the reactants needed to synthesize the given product. (1) Given the product [CH3:20][O:21][C:22]1[CH:23]=[C:24]([CH:28]=[C:29]([C:31]2[N:35]=[C:34]([C:36]([F:38])([F:37])[F:39])[O:33][N:32]=2)[CH:30]=1)[C:25]([NH:19][CH2:18][C:12]1([C:9]2[S:10][CH:11]=[C:7]([C:1]3[CH:2]=[CH:3][CH:4]=[CH:5][CH:6]=3)[N:8]=2)[CH2:13][CH2:14][O:15][CH2:16][CH2:17]1)=[O:26], predict the reactants needed to synthesize it. The reactants are: [C:1]1([C:7]2[N:8]=[C:9]([C:12]3([CH2:18][NH2:19])[CH2:17][CH2:16][O:15][CH2:14][CH2:13]3)[S:10][CH:11]=2)[CH:6]=[CH:5][CH:4]=[CH:3][CH:2]=1.[CH3:20][O:21][C:22]1[CH:23]=[C:24]([CH:28]=[C:29]([C:31]2[N:35]=[C:34]([C:36]([F:39])([F:38])[F:37])[O:33][N:32]=2)[CH:30]=1)[C:25](O)=[O:26]. (2) The reactants are: [CH2:1]([O:8][C:9]1[CH:14]=[CH:13][NH:12][C:11](=[O:15])[CH:10]=1)[C:2]1[CH:7]=[CH:6][CH:5]=[CH:4][CH:3]=1.C(=O)([O-])[O-].[Cs+].[Cs+].Br[CH2:23][C:24]([C:26]1[CH:31]=[CH:30][C:29]([CH2:32][OH:33])=[CH:28][C:27]=1[CH3:34])=[O:25].O. Given the product [CH2:1]([O:8][C:9]1[CH:14]=[CH:13][N:12]([CH2:23][C:24]([C:26]2[CH:31]=[CH:30][C:29]([CH2:32][OH:33])=[CH:28][C:27]=2[CH3:34])=[O:25])[C:11](=[O:15])[CH:10]=1)[C:2]1[CH:3]=[CH:4][CH:5]=[CH:6][CH:7]=1, predict the reactants needed to synthesize it.